Dataset: Full USPTO retrosynthesis dataset with 1.9M reactions from patents (1976-2016). Task: Predict the reactants needed to synthesize the given product. (1) Given the product [CH:21]([C:17]1[N:16]=[C:15]([CH2:14][N:4]2[C:5]3[CH:6]=[CH:7][CH:8]=[C:9]([NH2:11])[C:10]=3[CH:2]=[N:3]2)[CH:20]=[CH:19][CH:18]=1)([CH3:23])[CH3:22], predict the reactants needed to synthesize it. The reactants are: Br[C:2]1[C:10]2[C:5](=[CH:6][CH:7]=[CH:8][C:9]=2[N+:11]([O-])=O)[N:4]([CH2:14][C:15]2[CH:20]=[CH:19][CH:18]=[C:17]([CH:21]([CH3:23])[CH3:22])[N:16]=2)[N:3]=1. (2) Given the product [CH3:8][C:6]1[N:5]=[C:4]([N:9]2[CH2:14][CH2:13][CH:12]([C:15]([NH:17][CH2:18][C:19]3[CH:24]=[CH:23][CH:22]=[CH:21][C:20]=3[C:25]([F:28])([F:27])[F:26])=[O:16])[CH2:11][CH2:10]2)[CH:3]=[C:2]([NH:30][CH3:29])[N:7]=1, predict the reactants needed to synthesize it. The reactants are: Cl[C:2]1[N:7]=[C:6]([CH3:8])[N:5]=[C:4]([N:9]2[CH2:14][CH2:13][CH:12]([C:15]([NH:17][CH2:18][C:19]3[CH:24]=[CH:23][CH:22]=[CH:21][C:20]=3[C:25]([F:28])([F:27])[F:26])=[O:16])[CH2:11][CH2:10]2)[CH:3]=1.[CH3:29][NH2:30].CCO. (3) Given the product [Cl:16][C:11]1[CH:10]=[C:9]([NH:8][C:5]2[N:4]=[C:3]([N:17]3[C:21]([CH3:22])=[CH:20][C:19]([C:23]([F:26])([F:25])[F:24])=[N:18]3)[C:2]([C:39]3[CH:40]=[C:41]([C:42]([O:44][CH3:45])=[O:43])[C:36]([O:35][CH:33]([C:30]4[CH:31]=[CH:32][N:27]=[CH:28][CH:29]=4)[CH3:34])=[N:37][CH:38]=3)=[CH:7][N:6]=2)[CH:14]=[CH:13][C:12]=1[F:15], predict the reactants needed to synthesize it. The reactants are: Br[C:2]1[C:3]([N:17]2[C:21]([CH3:22])=[CH:20][C:19]([C:23]([F:26])([F:25])[F:24])=[N:18]2)=[N:4][C:5]([NH:8][C:9]2[CH:14]=[CH:13][C:12]([F:15])=[C:11]([Cl:16])[CH:10]=2)=[N:6][CH:7]=1.[N:27]1[CH:32]=[CH:31][C:30]([CH:33]([O:35][C:36]2[C:41]([C:42]([O:44][CH3:45])=[O:43])=[CH:40][C:39](B3OC(C)(C)C(C)(C)O3)=[CH:38][N:37]=2)[CH3:34])=[CH:29][CH:28]=1.COC(C1C=C(B(O)O)C=NC=1OC(C1C=CN=CC=1)C)=O.B(O)O.C(Cl)Cl.C(=O)([O-])[O-].[Na+].[Na+]. (4) Given the product [CH2:5]([S:13][CH2:14][CH2:15][P:1]([Cl:4])[Cl:2])[CH2:6][CH2:7][CH2:8][CH2:9][CH2:10][CH2:11][CH3:12], predict the reactants needed to synthesize it. The reactants are: [P:1]([Cl:4])(Cl)[Cl:2].[CH2:5]([S:13][CH2:14][CH2:15][Mg]Br)[CH2:6][CH2:7][CH2:8][CH2:9][CH2:10][CH2:11][CH3:12].Cl. (5) Given the product [Cl:18][C:15]1[CH:16]=[CH:17][C:12]([CH2:11][N:10]2[C:9]3[C:8](=[O:19])[N:7]([CH2:20][CH2:21][C:22]4([OH:25])[CH2:24][CH2:23]4)[C:6](=[O:26])[N:5]([CH3:27])[C:4]=3[N:3]=[C:2]2[O:35][C:32]2[CH:33]=[N:34][C:29]([CH3:28])=[CH:30][CH:31]=2)=[CH:13][CH:14]=1, predict the reactants needed to synthesize it. The reactants are: Br[C:2]1[N:10]([CH2:11][C:12]2[CH:17]=[CH:16][C:15]([Cl:18])=[CH:14][CH:13]=2)[C:9]2[C:8](=[O:19])[N:7]([CH2:20][CH2:21][C:22]3([OH:25])[CH2:24][CH2:23]3)[C:6](=[O:26])[N:5]([CH3:27])[C:4]=2[N:3]=1.[CH3:28][C:29]1[N:34]=[CH:33][C:32]([OH:35])=[CH:31][CH:30]=1.C(=O)([O-])[O-].[K+].[K+]. (6) Given the product [ClH:12].[Cl:12][C:11]1[CH:7]=[C:3]([C:4]([NH2:6])=[O:5])[C:1](=[NH:2])[N:24]([CH2:23][C:20]2[CH:21]=[CH:22][C:17]([F:16])=[CH:18][C:19]=2[S:25]([CH3:28])(=[O:27])=[O:26])[CH:10]=1, predict the reactants needed to synthesize it. The reactants are: [C:1]([CH:3]([CH:7]1[C:11]([Cl:12])=[C:10](Cl)C(=O)O1)[C:4]([NH2:6])=[O:5])#[N:2].Cl.[F:16][C:17]1[CH:22]=[CH:21][C:20]([CH2:23][NH2:24])=[C:19]([S:25]([CH3:28])(=[O:27])=[O:26])[CH:18]=1.C(=O)([O-])[O-].[K+].[K+].[OH-].[Na+]. (7) Given the product [CH2:1]([O:3][C:4](=[O:16])[CH2:5][N:6]1[C:14]2[C:9](=[CH:10][CH:11]=[C:12]([O:15][CH2:29][CH2:28][CH2:27][C:26]#[C:25][C:22]3[CH:21]=[CH:20][C:19]([C:18]([F:17])([F:31])[F:32])=[CH:24][CH:23]=3)[CH:13]=2)[CH:8]=[CH:7]1)[CH3:2], predict the reactants needed to synthesize it. The reactants are: [CH2:1]([O:3][C:4](=[O:16])[CH2:5][N:6]1[C:14]2[C:9](=[CH:10][CH:11]=[C:12]([OH:15])[CH:13]=2)[CH:8]=[CH:7]1)[CH3:2].[F:17][C:18]([F:32])([F:31])[C:19]1[CH:24]=[CH:23][C:22]([C:25]#[C:26][CH2:27][CH2:28][CH2:29]O)=[CH:21][CH:20]=1.CN(C)C(N=NC(N(C)C)=O)=O.C(P(CCCC)CCCC)CCC.